From a dataset of NCI-60 drug combinations with 297,098 pairs across 59 cell lines. Regression. Given two drug SMILES strings and cell line genomic features, predict the synergy score measuring deviation from expected non-interaction effect. Drug 1: COC1=CC(=CC(=C1O)OC)C2C3C(COC3=O)C(C4=CC5=C(C=C24)OCO5)OC6C(C(C7C(O6)COC(O7)C8=CC=CS8)O)O. Drug 2: CC1C(C(CC(O1)OC2CC(OC(C2O)C)OC3=CC4=CC5=C(C(=O)C(C(C5)C(C(=O)C(C(C)O)O)OC)OC6CC(C(C(O6)C)O)OC7CC(C(C(O7)C)O)OC8CC(C(C(O8)C)O)(C)O)C(=C4C(=C3C)O)O)O)O. Cell line: OVCAR-8. Synergy scores: CSS=20.9, Synergy_ZIP=2.73, Synergy_Bliss=1.61, Synergy_Loewe=-3.78, Synergy_HSA=1.50.